Dataset: Full USPTO retrosynthesis dataset with 1.9M reactions from patents (1976-2016). Task: Predict the reactants needed to synthesize the given product. (1) The reactants are: N1C=CC=CC=1.[CH3:7][O:8][N:9]=[C:10]1[C:19]2[C:14](=[CH:15][C:16]([O:20][CH3:21])=[CH:17][CH:18]=2)[CH2:13][CH2:12][CH2:11]1.Cl.C([O-])(O)=O.[Na+]. Given the product [CH3:21][O:20][C:16]1[CH:15]=[C:14]2[C:19](=[CH:18][CH:17]=1)[CH:10]([NH:9][O:8][CH3:7])[CH2:11][CH2:12][CH2:13]2, predict the reactants needed to synthesize it. (2) Given the product [C:1]([O:5][C:6](=[O:26])[NH:7][C:8]1[CH:13]=[C:12]([O:14][C:15]2[CH:20]=[CH:19][C:18]([NH2:21])=[CH:17][N:16]=2)[C:11]([F:24])=[CH:10][C:9]=1[F:25])([CH3:4])([CH3:2])[CH3:3], predict the reactants needed to synthesize it. The reactants are: [C:1]([O:5][C:6](=[O:26])[NH:7][C:8]1[CH:13]=[C:12]([O:14][C:15]2[CH:20]=[CH:19][C:18]([N+:21]([O-])=O)=[CH:17][N:16]=2)[C:11]([F:24])=[CH:10][C:9]=1[F:25])([CH3:4])([CH3:3])[CH3:2].O1CCCC1. (3) Given the product [CH2:1]([N:5]([C:19]([NH:21][CH2:22][C:23]([O:25][CH2:26][CH3:27])=[O:24])=[O:20])[C:6]1[CH:7]=[CH:8][C:9]([N:12]2[CH2:13][CH2:14][CH:15]([NH:28][CH2:29][C@H:30]([OH:31])[C:32]3[CH:33]=[CH:34][C:35]([OH:43])=[C:36]([NH:38][S:39]([CH3:42])(=[O:41])=[O:40])[CH:37]=3)[CH2:16][CH2:17]2)=[CH:10][CH:11]=1)[CH2:2][CH2:3][CH3:4], predict the reactants needed to synthesize it. The reactants are: [CH2:1]([N:5]([C:19]([NH:21][CH2:22][C:23]([O:25][CH2:26][CH3:27])=[O:24])=[O:20])[C:6]1[CH:11]=[CH:10][C:9]([N:12]2[CH2:17][CH2:16][C:15](=O)[CH2:14][CH2:13]2)=[CH:8][CH:7]=1)[CH2:2][CH2:3][CH3:4].[NH2:28][CH2:29][C@@H:30]([C:32]1[CH:33]=[CH:34][C:35]([OH:43])=[C:36]([NH:38][S:39]([CH3:42])(=[O:41])=[O:40])[CH:37]=1)[OH:31]. (4) Given the product [OH:19][C:18]1[C:17]([C:15]#[N:16])=[C:2]([C:9]2[CH:14]=[CH:13][CH:12]=[CH:11][CH:10]=2)[CH:3]=[C:4]([OH:5])[N:20]=1, predict the reactants needed to synthesize it. The reactants are: O=[C:2]([C:9]1[CH:14]=[CH:13][CH:12]=[CH:11][CH:10]=1)[CH2:3][C:4](OCC)=[O:5].[C:15]([CH2:17][C:18]([NH2:20])=[O:19])#[N:16].[OH-].[K+]. (5) Given the product [ClH:37].[CH2:1]([C:3]1[C:24]([N:25]2[CH2:30][CH2:29][CH:28]([N:31]3[CH2:36][CH2:35][O:34][CH2:33][CH2:32]3)[CH2:27][CH2:26]2)=[CH:23][C:6]2[C:7]([CH3:22])([CH3:21])[C:8]3[NH:9][C:10]4[C:15]([C:16]=3[C:17](=[O:18])[C:5]=2[CH:4]=1)=[CH:14][CH:13]=[C:12]([C:19]#[N:20])[CH:11]=4)[CH3:2], predict the reactants needed to synthesize it. The reactants are: [CH2:1]([C:3]1[C:24]([N:25]2[CH2:30][CH2:29][CH:28]([N:31]3[CH2:36][CH2:35][O:34][CH2:33][CH2:32]3)[CH2:27][CH2:26]2)=[CH:23][C:6]2[C:7]([CH3:22])([CH3:21])[C:8]3[NH:9][C:10]4[C:15]([C:16]=3[C:17](=[O:18])[C:5]=2[CH:4]=1)=[CH:14][CH:13]=[C:12]([C:19]#[N:20])[CH:11]=4)[CH3:2].[ClH:37].C(O)C. (6) Given the product [CH:1]([C:10]1[CH:11]=[CH:12][S:13][C:9]=1[C:7]1[CH:40]=[CH:39][C:21]([CH2:22][N:23]([S:35]([CH3:38])(=[O:37])=[O:36])[CH2:24][CH2:25][CH2:26][CH2:27][CH2:28][CH2:29][C:30]([O:32][CH2:33][CH3:34])=[O:31])=[CH:20][CH:19]=1)=[O:2], predict the reactants needed to synthesize it. The reactants are: [C:1]([O-])([O-])=[O:2].[Na+].[Na+].[CH:7]([C:9]1[S:13][C:12](B(O)O)=[CH:11][CH:10]=1)=O.IC1[CH:40]=[CH:39][C:21]([CH2:22][N:23]([S:35]([CH3:38])(=[O:37])=[O:36])[CH2:24][CH2:25][CH2:26][CH2:27][CH2:28][CH2:29][C:30]([O:32][CH2:33][CH3:34])=[O:31])=[CH:20][CH:19]=1. (7) Given the product [C:6]([O:10][C:11](=[O:18])[CH:12]([CH2:17][S:3][C:1](=[O:4])[CH3:2])[CH:13]([CH3:14])[CH3:15])([CH3:9])([CH3:8])[CH3:7], predict the reactants needed to synthesize it. The reactants are: [C:1]([O-:4])(=[S:3])[CH3:2].[K+].[C:6]([O:10][C:11](=[O:18])[C:12]([CH3:17])(Br)[CH:13]([CH3:15])[CH3:14])([CH3:9])([CH3:8])[CH3:7].O. (8) Given the product [C:1]([C:4]1[CH:5]=[CH:6][C:7]([Cl:17])=[C:8]([NH:10][S:19]([CH3:18])(=[O:21])=[O:20])[CH:9]=1)(=[O:3])[CH3:2], predict the reactants needed to synthesize it. The reactants are: [C:1]([C:4]1[CH:5]=[CH:6][C:7]([Cl:17])=[C:8]([NH:10]C2C=CC=CC=2)[CH:9]=1)(=[O:3])[CH3:2].[CH3:18][S:19](Cl)(=[O:21])=[O:20]. (9) Given the product [Br:1][C:2]1[CH:3]=[CH:4][C:5]([F:11])=[C:6]([CH:10]=1)[C:7]([NH:12][C:13]1[C:14]([CH3:24])=[C:15]([CH:20]=[CH:21][C:22]=1[CH3:23])[C:16]([O:18][CH3:19])=[O:17])=[O:9], predict the reactants needed to synthesize it. The reactants are: [Br:1][C:2]1[CH:3]=[CH:4][C:5]([F:11])=[C:6]([CH:10]=1)[C:7]([OH:9])=O.[NH2:12][C:13]1[C:14]([CH3:24])=[C:15]([CH:20]=[CH:21][C:22]=1[CH3:23])[C:16]([O:18][CH3:19])=[O:17].CCN(C(C)C)C(C)C.CCCP1(OP(CCC)(=O)OP(CCC)(=O)O1)=O.